Dataset: Reaction yield outcomes from USPTO patents with 853,638 reactions. Task: Predict the reaction yield, written as a fraction of the theoretical maximum amount of product (1.0 means a 100% yield; for example, 0.34 means a 34% yield). The reactants are [N+:1]([C:4]1[CH:9]=[CH:8][C:7]([SH:10])=[CH:6][CH:5]=1)([O-:3])=[O:2].[OH-].[Na+].O.Cl[CH2:15][C:16]#[N:17]. The catalyst is C(O)C. The product is [N+:1]([C:4]1[CH:9]=[CH:8][C:7]([S:10][CH2:15][C:16]#[N:17])=[CH:6][CH:5]=1)([O-:3])=[O:2]. The yield is 0.740.